Dataset: CYP2C9 inhibition data for predicting drug metabolism from PubChem BioAssay. Task: Regression/Classification. Given a drug SMILES string, predict its absorption, distribution, metabolism, or excretion properties. Task type varies by dataset: regression for continuous measurements (e.g., permeability, clearance, half-life) or binary classification for categorical outcomes (e.g., BBB penetration, CYP inhibition). Dataset: cyp2c9_veith. (1) The molecule is CCCC1(C(=O)OC)C=C2C(=C(C)C(=O)C2C)CN1. The result is 0 (non-inhibitor). (2) The molecule is O=C(Nc1ccc(-c2cn3ccccc3n2)cc1)c1ccc(Cl)cc1. The result is 0 (non-inhibitor). (3) The drug is O=C(CCc1ccc(S(=O)(=O)NC2CCCCC2)cc1)N(Cc1ccccc1)Cc1ccccc1. The result is 1 (inhibitor). (4) The result is 1 (inhibitor). The molecule is O=c1cc(-c2ccccc2)[nH]n1-c1ccc([N+](=O)[O-])cc1. (5) The molecule is CCCc1c(-c2ccc(O)cc2)nn(-c2ccc(O)cc2)c1-c1ccc(O)cc1. The result is 0 (non-inhibitor). (6) The compound is CCc1nc(N2CCC3(CC2)OCCO3)c2nnn(Cc3ccccc3Cl)c2n1. The result is 1 (inhibitor). (7) The drug is CN1CCCC[C@@H]1CCN1CCCCC1. The result is 0 (non-inhibitor).